Dataset: Forward reaction prediction with 1.9M reactions from USPTO patents (1976-2016). Task: Predict the product of the given reaction. Given the reactants [F:1][C:2]1[N:10]=[C:9]2[C:5]([NH:6][CH:7]=[N:8]2)=[C:4](Cl)[N:3]=1.C(N(C(C)C)CC)(C)C.[C:21]1([SH:27])[CH:26]=[CH:25][CH:24]=[CH:23][CH:22]=1, predict the reaction product. The product is: [F:1][C:2]1[N:10]=[C:9]2[C:5]([NH:6][CH:7]=[N:8]2)=[C:4]([S:27][C:21]2[CH:26]=[CH:25][CH:24]=[CH:23][CH:22]=2)[N:3]=1.